This data is from Forward reaction prediction with 1.9M reactions from USPTO patents (1976-2016). The task is: Predict the product of the given reaction. (1) Given the reactants [F:1][C:2]1[CH:7]=[C:6]([O:8][CH3:9])[C:5]([O:10][CH3:11])=[CH:4][C:3]=1[F:12].[Li][CH:14]([CH2:16]C)[CH3:15].C1C[O:21]CC1.C1CCCCC1.B(F)(F)F.C(OCC)C, predict the reaction product. The product is: [F:1][C:2]1[C:3]([F:12])=[CH:4][C:5]([O:10][CH3:11])=[C:6]([O:8][CH3:9])[C:7]=1[CH2:15][C@H:14]([OH:21])[CH3:16]. (2) The product is: [Br:1][C:2]1[CH:7]=[CH:6][C:5]([CH2:8][C@H:9]([NH:13][C:14](=[O:15])[O:16][C:17]([CH3:20])([CH3:19])[CH3:18])[C:10]([NH:25][S:22]([CH3:21])(=[O:24])=[O:23])=[O:11])=[CH:4][CH:3]=1. Given the reactants [Br:1][C:2]1[CH:7]=[CH:6][C:5]([CH2:8][C@H:9]([NH:13][C:14]([O:16][C:17]([CH3:20])([CH3:19])[CH3:18])=[O:15])[C:10](O)=[O:11])=[CH:4][CH:3]=1.[CH3:21][S:22]([NH2:25])(=[O:24])=[O:23].CCN(C(C)C)C(C)C.C(Cl)CCl, predict the reaction product.